Task: Predict which catalyst facilitates the given reaction.. Dataset: Catalyst prediction with 721,799 reactions and 888 catalyst types from USPTO (1) Reactant: [H-].[Na+].[CH3:3][S:4]([NH2:7])(=[O:6])=[O:5].[Cl:8][C:9]1[CH:10]=[C:11]2[C:16](=[C:17]([C:19](O)=[O:20])[CH:18]=1)[NH:15][CH:14]([C:22]1[CH:27]=[CH:26][CH:25]=[C:24]([N:28]3[CH2:33][CH2:32][O:31][CH2:30][CH2:29]3)[CH:23]=1)[CH2:13][C:12]2([CH3:35])[CH3:34].C(N1C=CN=C1)(N1C=CN=C1)=O. Product: [Cl:8][C:9]1[CH:10]=[C:11]2[C:16](=[C:17]([C:19]([NH:7][S:4]([CH3:3])(=[O:6])=[O:5])=[O:20])[CH:18]=1)[NH:15][CH:14]([C:22]1[CH:27]=[CH:26][CH:25]=[C:24]([N:28]3[CH2:33][CH2:32][O:31][CH2:30][CH2:29]3)[CH:23]=1)[CH2:13][C:12]2([CH3:35])[CH3:34]. The catalyst class is: 35. (2) Reactant: C(N(CC)CC)C.[C:8]([N:15]1[CH2:21][CH2:20][CH2:19][NH:18][CH2:17][CH2:16]1)([O:10][C:11]([CH3:14])([CH3:13])[CH3:12])=[O:9].[Br:22][C:23]1[CH:28]=[CH:27][C:26]([S:29](Cl)(=[O:31])=[O:30])=[CH:25][C:24]=1[CH3:33]. Product: [Br:22][C:23]1[CH:28]=[CH:27][C:26]([S:29]([N:18]2[CH2:19][CH2:20][CH2:21][N:15]([C:8]([O:10][C:11]([CH3:14])([CH3:13])[CH3:12])=[O:9])[CH2:16][CH2:17]2)(=[O:31])=[O:30])=[CH:25][C:24]=1[CH3:33]. The catalyst class is: 91. (3) Reactant: O=[C:2]1[C:12]2[C:7](=[N:8][CH:9]=[C:10]([C:13]3[CH:18]=[CH:17][CH:16]=[CH:15][CH:14]=3)[CH:11]=2)[CH:6]=[CH:5][C:4]2[CH:19]=[CH:20][C:21]([NH:23][S:24]([CH3:27])(=[O:26])=[O:25])=[CH:22][C:3]1=2.[NH2:28][OH:29].Cl.N1C=CC=CC=1. Product: [OH:29]/[N:28]=[C:2]1/[C:3]2[CH:22]=[C:21]([NH:23][S:24]([CH3:27])(=[O:26])=[O:25])[CH:20]=[CH:19][C:4]=2[CH:5]=[CH:6][C:7]2[C:12]/1=[CH:11][C:10]([C:13]1[CH:18]=[CH:17][CH:16]=[CH:15][CH:14]=1)=[CH:9][N:8]=2. The catalyst class is: 14. (4) Reactant: [Cl:1][C:2]1[C:3](Cl)=[N:4][C:5]([CH3:13])=[C:6]([CH:12]=1)[C:7]([O:9][CH2:10][CH3:11])=[O:8].[CH2:15]([S:22]([NH:25][C:26]([CH:28]1[CH2:31][NH:30][CH2:29]1)=[O:27])(=[O:24])=[O:23])[C:16]1[CH:21]=[CH:20][CH:19]=[CH:18][CH:17]=1.O.CC#N. Product: [CH2:15]([S:22]([NH:25][C:26]([CH:28]1[CH2:29][N:30]([C:3]2[C:2]([Cl:1])=[CH:12][C:6]([C:7]([O:9][CH2:10][CH3:11])=[O:8])=[C:5]([CH3:13])[N:4]=2)[CH2:31]1)=[O:27])(=[O:23])=[O:24])[C:16]1[CH:17]=[CH:18][CH:19]=[CH:20][CH:21]=1. The catalyst class is: 271. (5) Reactant: [O:1]1[C:5]2[CH:6]=[CH:7][CH:8]=[CH:9][C:4]=2[N:3]=[C:2]1[N:10]([CH2:23][CH2:24][CH2:25][CH3:26])[CH2:11][CH2:12][C:13]1[CH:22]=[CH:21][C:16]([C:17]([NH:19][OH:20])=[NH:18])=[CH:15][CH:14]=1.N1C=CC=CC=1.[C:33]1([O:39]C(Cl)=O)C=CC=CC=1.N12CCCN=C1CCCCC2. Product: [O:1]1[C:5]2[CH:6]=[CH:7][CH:8]=[CH:9][C:4]=2[N:3]=[C:2]1[N:10]([CH2:23][CH2:24][CH2:25][CH3:26])[CH2:11][CH2:12][C:13]1[CH:22]=[CH:21][C:16]([C:17]2[NH:18][C:33](=[O:39])[O:20][N:19]=2)=[CH:15][CH:14]=1. The catalyst class is: 545. (6) Reactant: [CH3:1][C:2]1[C:10]2[C:9](=[O:11])[CH2:8][C:7]([CH3:13])([CH3:12])[CH2:6][C:5]=2[NH:4][CH:3]=1.[H-].[Na+].F[C:17]1[CH:26]=[C:25]2[C:20]([C:21]([NH2:28])=[N:22][C:23]([CH3:27])=[N:24]2)=[CH:19][CH:18]=1.C([O-])(O)=O.[Na+]. Product: [NH2:28][C:21]1[C:20]2[C:25](=[CH:26][C:17]([N:4]3[C:5]4[CH2:6][C:7]([CH3:13])([CH3:12])[CH2:8][C:9](=[O:11])[C:10]=4[C:2]([CH3:1])=[CH:3]3)=[CH:18][CH:19]=2)[N:24]=[C:23]([CH3:27])[N:22]=1. The catalyst class is: 44. (7) Reactant: [NH2:1][C:2]1[CH:3]=[CH:4][C:5]([Cl:24])=[C:6]([CH:23]=1)[O:7][C:8]1[CH:9]=[CH:10][C:11]2[N:12]([CH:14]=[C:15]([NH:17][C:18]([CH:20]3[CH2:22][CH2:21]3)=[O:19])[N:16]=2)[N:13]=1.[CH3:25][N:26]1[C:30]([C:31](Cl)=[O:32])=[CH:29][C:28]([CH3:34])=[N:27]1.C(N(CC)CC)C. Product: [Cl:24][C:5]1[CH:4]=[CH:3][C:2]([NH:1][C:31]([C:30]2[N:26]([CH3:25])[N:27]=[C:28]([CH3:34])[CH:29]=2)=[O:32])=[CH:23][C:6]=1[O:7][C:8]1[CH:9]=[CH:10][C:11]2[N:12]([CH:14]=[C:15]([NH:17][C:18]([CH:20]3[CH2:21][CH2:22]3)=[O:19])[N:16]=2)[N:13]=1. The catalyst class is: 7.